This data is from Full USPTO retrosynthesis dataset with 1.9M reactions from patents (1976-2016). The task is: Predict the reactants needed to synthesize the given product. (1) Given the product [NH2:12][C:10]1[CH:9]=[CH:8][C:7]([C:13]2[C:18]([O:19][CH3:20])=[CH:17][CH:16]=[CH:15][C:14]=2[O:21][CH2:22][O:36][CH3:35])=[C:6]([C:4](=[O:5])[C:26]2[CH:31]=[CH:30][CH:29]=[CH:28][CH:27]=2)[CH:11]=1, predict the reactants needed to synthesize it. The reactants are: CON(C)[C:4]([C:6]1[C:7]([C:13]2[C:18]([O:19][CH3:20])=[CH:17][CH:16]=[CH:15][C:14]=2[O:21][CH2:22]OC)=[CH:8][CH:9]=[C:10]([NH2:12])[CH:11]=1)=[O:5].[C:26]1([Li])[CH:31]=[CH:30][CH:29]=[CH:28][CH:27]=1.C1C[O:36][CH2:35]C1. (2) Given the product [CH2:1]([N:3]1[C:17]2[C:12](=[CH:13][CH:14]=[CH:15][CH:16]=2)[C:5]2([CH2:6][CH2:7][NH:8][CH2:9][CH2:10]2)[C:4]1=[O:18])[CH3:2], predict the reactants needed to synthesize it. The reactants are: [CH2:1]([N:3]1[C:17]2[C:12](=[CH:13][CH:14]=[CH:15][CH:16]=2)[C:5]2([CH2:10][CH2:9][N:8](C)[CH2:7][CH2:6]2)[C:4]1=[O:18])[CH3:2].